From a dataset of Forward reaction prediction with 1.9M reactions from USPTO patents (1976-2016). Predict the product of the given reaction. (1) The product is: [NH2:1][C:2]([C:4]1[NH:8][C:7]([C:9]([OH:11])=[O:10])=[C:6]([CH3:14])[C:5]=1[S:15]([C:18]1[CH:23]=[CH:22][CH:21]=[CH:20][CH:19]=1)(=[O:16])=[O:17])=[O:3]. Given the reactants [NH2:1][C:2]([C:4]1[NH:8][C:7]([C:9]([O:11]CC)=[O:10])=[C:6]([CH3:14])[C:5]=1[S:15]([C:18]1[CH:23]=[CH:22][CH:21]=[CH:20][CH:19]=1)(=[O:17])=[O:16])=[O:3].O.[OH-].[Li+], predict the reaction product. (2) Given the reactants C(OC([N:8]1[CH2:36][CH2:35][N:11]2[C:12]3[CH:13]=[CH:14][CH:15]=[CH:16][C:17]=3[C:18]([C:19]([N:21]3[CH2:26][CH2:25][CH:24]([C:27]4[CH:32]=[CH:31][CH:30]=[CH:29][C:28]=4[O:33][CH3:34])[CH2:23][CH2:22]3)=[O:20])=[C:10]2[CH2:9]1)=O)(C)(C)C.[ClH:37], predict the reaction product. The product is: [ClH:37].[CH3:34][O:33][C:28]1[CH:29]=[CH:30][CH:31]=[CH:32][C:27]=1[CH:24]1[CH2:25][CH2:26][N:21]([C:19]([C:18]2[C:17]3[CH:16]=[CH:15][CH:14]=[CH:13][C:12]=3[N:11]3[CH2:35][CH2:36][NH:8][CH2:9][C:10]=23)=[O:20])[CH2:22][CH2:23]1.